This data is from NCI-60 drug combinations with 297,098 pairs across 59 cell lines. The task is: Regression. Given two drug SMILES strings and cell line genomic features, predict the synergy score measuring deviation from expected non-interaction effect. (1) Drug 1: CC(C)NC(=O)C1=CC=C(C=C1)CNNC.Cl. Drug 2: CC(C)CN1C=NC2=C1C3=CC=CC=C3N=C2N. Cell line: SF-539. Synergy scores: CSS=-32.8, Synergy_ZIP=21.9, Synergy_Bliss=3.71, Synergy_Loewe=-31.1, Synergy_HSA=-35.3. (2) Drug 1: CC1C(C(CC(O1)OC2CC(CC3=C2C(=C4C(=C3O)C(=O)C5=C(C4=O)C(=CC=C5)OC)O)(C(=O)C)O)N)O.Cl. Drug 2: CC1CCCC2(C(O2)CC(NC(=O)CC(C(C(=O)C(C1O)C)(C)C)O)C(=CC3=CSC(=N3)C)C)C. Cell line: HOP-92. Synergy scores: CSS=1.58, Synergy_ZIP=-4.09, Synergy_Bliss=-2.86, Synergy_Loewe=-2.88, Synergy_HSA=-3.20. (3) Drug 1: C(CCl)NC(=O)N(CCCl)N=O. Drug 2: CC1C(C(CC(O1)OC2CC(CC3=C2C(=C4C(=C3O)C(=O)C5=CC=CC=C5C4=O)O)(C(=O)C)O)N)O. Cell line: HT29. Synergy scores: CSS=30.3, Synergy_ZIP=0.244, Synergy_Bliss=1.00, Synergy_Loewe=-26.4, Synergy_HSA=0.594. (4) Drug 1: C1=NC2=C(N=C(N=C2N1C3C(C(C(O3)CO)O)O)F)N. Drug 2: CN1C2=C(C=C(C=C2)N(CCCl)CCCl)N=C1CCCC(=O)O.Cl. Cell line: EKVX. Synergy scores: CSS=-1.50, Synergy_ZIP=3.59, Synergy_Bliss=5.37, Synergy_Loewe=-0.529, Synergy_HSA=-0.264. (5) Drug 1: C1=CC(=CC=C1CCCC(=O)O)N(CCCl)CCCl. Drug 2: CC1=C(C(=CC=C1)Cl)NC(=O)C2=CN=C(S2)NC3=CC(=NC(=N3)C)N4CCN(CC4)CCO. Cell line: U251. Synergy scores: CSS=26.2, Synergy_ZIP=-3.95, Synergy_Bliss=-1.05, Synergy_Loewe=-2.21, Synergy_HSA=-0.288.